This data is from Reaction yield outcomes from USPTO patents with 853,638 reactions. The task is: Predict the reaction yield, written as a fraction of the theoretical maximum amount of product (1.0 means a 100% yield; for example, 0.34 means a 34% yield). (1) The reactants are [C:1]([O:5][C:6](=[O:24])[CH2:7][N:8]([C:16]1[CH:21]=[CH:20][CH:19]=[C:18]([CH2:22][NH2:23])[N:17]=1)[C:9]([O:11][C:12]([CH3:15])([CH3:14])[CH3:13])=[O:10])([CH3:4])([CH3:3])[CH3:2].[N:25]1[CH:30]=[CH:29][CH:28]=[CH:27][C:26]=1[S:31](Cl)(=[O:33])=[O:32]. No catalyst specified. The product is [C:1]([O:5][C:6](=[O:24])[CH2:7][N:8]([C:9]([O:11][C:12]([CH3:15])([CH3:14])[CH3:13])=[O:10])[C:16]1[CH:21]=[CH:20][CH:19]=[C:18]([CH2:22][NH:23][S:31]([C:26]2[CH:27]=[CH:28][CH:29]=[CH:30][N:25]=2)(=[O:33])=[O:32])[N:17]=1)([CH3:2])([CH3:3])[CH3:4]. The yield is 0.860. (2) The reactants are [F:1][C:2]1[CH:8]=[C:7]([F:9])[CH:6]=[CH:5][C:3]=1[NH2:4].C(N(CC)CC)C.Cl[C:18](=[O:24])[C:19]([O:21][CH2:22][CH3:23])=[O:20]. The catalyst is C1COCC1. The product is [F:1][C:2]1[CH:8]=[C:7]([F:9])[CH:6]=[CH:5][C:3]=1[NH:4][C:18](=[O:24])[C:19]([O:21][CH2:22][CH3:23])=[O:20]. The yield is 0.890. (3) The reactants are [CH3:1][C@H:2]1[CH2:7][N:6]([C:8]2[CH:13]=[CH:12][CH:11]=[CH:10][N:9]=2)[CH2:5][CH2:4][N:3]1[C:14]1[C:15](OS(C(F)(F)F)(=O)=O)=[N:16][C:17]2[C:22]([N:23]=1)=[CH:21][C:20]([C:24]([O:26][CH3:27])=[O:25])=[CH:19][CH:18]=2.C(=O)([O-])[O-].[Na+].[Na+].CC1(C)OB([C:48]2[CH:49]=[C:50]3[C:54](=[CH:55][CH:56]=2)[N:53]([C:57]([O:59][C:60]([CH3:63])([CH3:62])[CH3:61])=[O:58])[N:52]=[CH:51]3)OC1(C)C. The catalyst is COCCOC.O.C1C=CC([P]([Pd]([P](C2C=CC=CC=2)(C2C=CC=CC=2)C2C=CC=CC=2)([P](C2C=CC=CC=2)(C2C=CC=CC=2)C2C=CC=CC=2)[P](C2C=CC=CC=2)(C2C=CC=CC=2)C2C=CC=CC=2)(C2C=CC=CC=2)C2C=CC=CC=2)=CC=1. The product is [C:60]([O:59][C:57]([N:53]1[C:54]2[C:50](=[CH:49][C:48]([C:15]3[C:14]([N:3]4[CH2:4][CH2:5][N:6]([C:8]5[CH:13]=[CH:12][CH:11]=[CH:10][N:9]=5)[CH2:7][C@@H:2]4[CH3:1])=[N:23][C:22]4[C:17](=[CH:18][CH:19]=[C:20]([C:24]([O:26][CH3:27])=[O:25])[CH:21]=4)[N:16]=3)=[CH:56][CH:55]=2)[CH:51]=[N:52]1)=[O:58])([CH3:63])([CH3:61])[CH3:62]. The yield is 0.600. (4) The reactants are [I:1][C:2]1[CH:7]=[CH:6][C:5]([OH:8])=[CH:4][CH:3]=1.[H-].[Na+].CN(C=O)C.Br[CH2:17][CH2:18][CH:19]1[CH2:24][CH2:23][CH:22]2[CH2:25][CH:20]1[C:21]2([CH3:27])[CH3:26]. No catalyst specified. The product is [I:1][C:2]1[CH:7]=[CH:6][C:5]([O:8][CH2:17][CH2:18][CH:19]2[CH2:24][CH2:23][CH:22]3[CH2:25][CH:20]2[C:21]3([CH3:26])[CH3:27])=[CH:4][CH:3]=1. The yield is 0.730.